From a dataset of Peptide-MHC class II binding affinity with 134,281 pairs from IEDB. Regression. Given a peptide amino acid sequence and an MHC pseudo amino acid sequence, predict their binding affinity value. This is MHC class II binding data. (1) The peptide sequence is PDLPYDYGALEPAIS. The MHC is HLA-DQA10101-DQB10501 with pseudo-sequence HLA-DQA10101-DQB10501. The binding affinity (normalized) is 0.265. (2) The peptide sequence is MMGMFNMLSTVLGVS. The MHC is DRB1_0901 with pseudo-sequence DRB1_0901. The binding affinity (normalized) is 0.795. (3) The peptide sequence is EKMYFAATQFEPLAA. The MHC is HLA-DPA10103-DPB10601 with pseudo-sequence HLA-DPA10103-DPB10601. The binding affinity (normalized) is 0.995. (4) The peptide sequence is TKLDSEIKSWLAFAA. The MHC is HLA-DPA10201-DPB11401 with pseudo-sequence HLA-DPA10201-DPB11401. The binding affinity (normalized) is 0.499. (5) The peptide sequence is FWYVNHTGFNVHSLP. The MHC is DRB1_1501 with pseudo-sequence DRB1_1501. The binding affinity (normalized) is 0.0781. (6) The peptide sequence is EKKYFAATHFEPLAA. The MHC is HLA-DPA10103-DPB10601 with pseudo-sequence HLA-DPA10103-DPB10601. The binding affinity (normalized) is 1.00.